The task is: Regression. Given two drug SMILES strings and cell line genomic features, predict the synergy score measuring deviation from expected non-interaction effect.. This data is from NCI-60 drug combinations with 297,098 pairs across 59 cell lines. (1) Drug 1: CN(CC1=CN=C2C(=N1)C(=NC(=N2)N)N)C3=CC=C(C=C3)C(=O)NC(CCC(=O)O)C(=O)O. Drug 2: C1=NC2=C(N=C(N=C2N1C3C(C(C(O3)CO)O)O)F)N. Cell line: OVCAR-5. Synergy scores: CSS=44.4, Synergy_ZIP=-3.66, Synergy_Bliss=-5.68, Synergy_Loewe=-56.6, Synergy_HSA=-4.41. (2) Drug 1: CC1=C(C=C(C=C1)NC(=O)C2=CC=C(C=C2)CN3CCN(CC3)C)NC4=NC=CC(=N4)C5=CN=CC=C5. Drug 2: N.N.Cl[Pt+2]Cl. Cell line: SK-MEL-28. Synergy scores: CSS=23.4, Synergy_ZIP=-2.03, Synergy_Bliss=-5.74, Synergy_Loewe=-21.5, Synergy_HSA=-6.93. (3) Drug 1: C1=NC2=C(N=C(N=C2N1C3C(C(C(O3)CO)O)O)F)N. Drug 2: CS(=O)(=O)OCCCCOS(=O)(=O)C. Cell line: MALME-3M. Synergy scores: CSS=9.15, Synergy_ZIP=1.14, Synergy_Bliss=-4.33, Synergy_Loewe=-7.33, Synergy_HSA=-2.15. (4) Drug 1: CC1=C(C=C(C=C1)C(=O)NC2=CC(=CC(=C2)C(F)(F)F)N3C=C(N=C3)C)NC4=NC=CC(=N4)C5=CN=CC=C5. Drug 2: C1CCC(C(C1)N)N.C(=O)(C(=O)[O-])[O-].[Pt+4]. Cell line: SF-268. Synergy scores: CSS=4.69, Synergy_ZIP=4.38, Synergy_Bliss=6.15, Synergy_Loewe=-6.68, Synergy_HSA=-0.410. (5) Drug 1: CC1=C(C(=CC=C1)Cl)NC(=O)C2=CN=C(S2)NC3=CC(=NC(=N3)C)N4CCN(CC4)CCO. Drug 2: CCC1(C2=C(COC1=O)C(=O)N3CC4=CC5=C(C=CC(=C5CN(C)C)O)N=C4C3=C2)O. Cell line: UACC62. Synergy scores: CSS=48.9, Synergy_ZIP=-3.70, Synergy_Bliss=-6.05, Synergy_Loewe=-7.02, Synergy_HSA=-2.76. (6) Drug 1: COC1=C(C=C2C(=C1)N=CN=C2NC3=CC(=C(C=C3)F)Cl)OCCCN4CCOCC4. Drug 2: C1=NC2=C(N=C(N=C2N1C3C(C(C(O3)CO)O)O)F)N. Cell line: LOX IMVI. Synergy scores: CSS=10.8, Synergy_ZIP=3.96, Synergy_Bliss=7.70, Synergy_Loewe=0.801, Synergy_HSA=4.92. (7) Drug 1: COC1=NC(=NC2=C1N=CN2C3C(C(C(O3)CO)O)O)N. Drug 2: CC=C1C(=O)NC(C(=O)OC2CC(=O)NC(C(=O)NC(CSSCCC=C2)C(=O)N1)C(C)C)C(C)C. Cell line: T-47D. Synergy scores: CSS=12.1, Synergy_ZIP=-5.43, Synergy_Bliss=-5.36, Synergy_Loewe=-30.2, Synergy_HSA=-6.23.